From a dataset of Forward reaction prediction with 1.9M reactions from USPTO patents (1976-2016). Predict the product of the given reaction. (1) Given the reactants [Br:1][C:2]1[C:10]2[C:9]([NH:11][NH2:12])=[N:8][CH:7]=[N:6][C:5]=2[S:4][CH:3]=1.[CH2:13](OC(OCC)OCC)C.C(OCC)(=O)C, predict the reaction product. The product is: [Br:1][C:2]1[C:10]2[C:9]3[N:8]([CH:13]=[N:12][N:11]=3)[CH:7]=[N:6][C:5]=2[S:4][CH:3]=1. (2) The product is: [CH3:17][C:12]1([C:13]([O:15][CH3:16])=[O:14])[CH2:10][CH2:11]1.[Cl:9][CH2:10][CH2:11][CH:12]([CH3:17])[C:13]([O:15][CH3:16])=[O:14]. Given the reactants C1(C)C(C)=CC=CC=1.[Cl:9][CH2:10][CH2:11][CH:12]([CH3:17])[C:13]([O:15][CH3:16])=[O:14].C[O-].[Na+], predict the reaction product. (3) Given the reactants Cl.[C:2]([C:5]1[S:6][CH:7]=[CH:8][CH:9]=1)(=[O:4])[CH3:3].Cl.[C:11]([NH2:15])([CH3:14])([CH3:13])[CH3:12].[CH2:16]=O, predict the reaction product. The product is: [C:11]([NH:15][CH2:16][CH2:3][C:2]([C:5]1[S:6][CH:7]=[CH:8][CH:9]=1)=[O:4])([CH3:14])([CH3:13])[CH3:12]. (4) Given the reactants Cl.[CH3:2][NH:3][CH3:4].O.ON1C2C=CC=CC=2N=N1.Cl.CN(C)CCCN=C=NCC.[Cl:28][C:29]1[CH:30]=[C:31]2[C:35](=[CH:36][CH:37]=1)[NH:34][C:33]([C:38]([NH:40][C@@H:41]1[CH2:46][CH2:45][C@@H:44]([C:47]([OH:49])=O)[CH2:43][C@@H:42]1[NH:50][C:51]([C:53]1[S:54][C:55]3[CH2:56][N:57]([CH3:62])[CH2:58][CH2:59][C:60]=3[N:61]=1)=[O:52])=[O:39])=[CH:32]2, predict the reaction product. The product is: [ClH:28].[Cl:28][C:29]1[CH:30]=[C:31]2[C:35](=[CH:36][CH:37]=1)[NH:34][C:33]([C:38]([NH:40][C@H:41]1[CH2:46][CH2:45][C@H:44]([C:47]([N:3]([CH3:4])[CH3:2])=[O:49])[CH2:43][C@H:42]1[NH:50][C:51]([C:53]1[S:54][C:55]3[CH2:56][N:57]([CH3:62])[CH2:58][CH2:59][C:60]=3[N:61]=1)=[O:52])=[O:39])=[CH:32]2. (5) Given the reactants [F:1][C:2]1[C:6]([S:7](=[O:13])(=[O:12])[NH:8][CH:9]([CH3:11])[CH3:10])=[CH:5][N:4]([CH3:14])[C:3]=1[C:15]([OH:17])=O.CN(C(ON1N=NC2C=CC=NC1=2)=[N+](C)C)C.F[P-](F)(F)(F)(F)F.CCN(CC)CC.[Br:49][C:50]1[CH:51]=[C:52]([CH:54]=[CH:55][C:56]=1[F:57])[NH2:53], predict the reaction product. The product is: [Br:49][C:50]1[CH:51]=[C:52]([NH:53][C:15]([C:3]2[N:4]([CH3:14])[CH:5]=[C:6]([S:7](=[O:12])(=[O:13])[NH:8][CH:9]([CH3:10])[CH3:11])[C:2]=2[F:1])=[O:17])[CH:54]=[CH:55][C:56]=1[F:57]. (6) Given the reactants [Br:1][C:2]1[CH:3]=[C:4]2[C:9](=[CH:10][CH:11]=1)[N:8]=[CH:7][C:6]([C:12]([CH:14]1[CH2:16][CH2:15]1)=[O:13])=[C:5]2Cl.[N:18]1([CH2:23][C:24]2[CH:30]=[CH:29][C:27]([NH2:28])=[CH:26][CH:25]=2)[CH2:22][CH2:21][CH2:20][CH2:19]1, predict the reaction product. The product is: [Br:1][C:2]1[CH:3]=[C:4]2[C:9](=[CH:10][CH:11]=1)[N:8]=[CH:7][C:6]([C:12]([CH:14]1[CH2:16][CH2:15]1)=[O:13])=[C:5]2[NH:28][C:27]1[CH:26]=[CH:25][C:24]([CH2:23][N:18]2[CH2:22][CH2:21][CH2:20][CH2:19]2)=[CH:30][CH:29]=1. (7) Given the reactants [C:1]1([S:7]([NH:10][CH:11]([CH2:25][C:26]2[CH:34]=[CH:33][C:32]([O:35][CH3:36])=[C:31]3[C:27]=2[CH:28]=[CH:29][N:30]3S(C2C=CC=CC=2)(=O)=O)[C:12]([NH:14][CH2:15][CH2:16][CH2:17][CH2:18][C:19]2[CH:24]=[CH:23][CH:22]=[CH:21][CH:20]=2)=[O:13])(=[O:9])=[O:8])[CH:6]=[CH:5][CH:4]=[CH:3][CH:2]=1.[OH-].[K+].[NH4+].[Cl-], predict the reaction product. The product is: [C:1]1([S:7]([NH:10][CH:11]([CH2:25][C:26]2[CH:34]=[CH:33][C:32]([O:35][CH3:36])=[C:31]3[C:27]=2[CH:28]=[CH:29][NH:30]3)[C:12]([NH:14][CH2:15][CH2:16][CH2:17][CH2:18][C:19]2[CH:24]=[CH:23][CH:22]=[CH:21][CH:20]=2)=[O:13])(=[O:9])=[O:8])[CH:6]=[CH:5][CH:4]=[CH:3][CH:2]=1. (8) The product is: [CH3:2][CH2:3]/[C:4](/[C:9]1[C:14](=[O:15])[CH2:13][CH:12]([CH2:16][CH:17]([S:19][CH2:20][CH3:21])[CH3:18])[CH2:11][C:10]=1[OH:22])=[N:5]\[O:6][CH2:7]/[CH:8]=[CH:54]/[Cl:55]. Given the reactants C[CH2:2][CH2:3]/[C:4](/[C:9]1[C:14](=[O:15])[CH2:13][CH:12]([CH2:16][CH:17]([S:19][CH2:20][CH3:21])[CH3:18])[CH2:11][C:10]=1[OH:22])=[N:5]\[O:6][CH2:7][CH3:8].CC/C(/C1C(=O)CC(C2C(C)=CC(C)=CC=2C)CC=1O)=N\OCC.CC/C(/C1C(=O)CC(C2CCOCC2)CC=1O)=N\OC/C=[CH:54]/[Cl:55].CS(C1C=CC(C(C2C(=O)CCCC2=O)=O)=C([N+]([O-])=O)C=1)(=O)=O.CS(C1C=CC(C(C2C(=O)CCCC2=O)=O)=C(Cl)C=1)(=O)=O.CS(C1C=CC(C(C2C(=O)CCCC2=O)=O)=C(Cl)C=1COCC1OCCC1)(=O)=O.CS(C1C=CC(C(C2C(=O)CCCC2=O)=O)=C(Cl)C=1COCC(F)(F)F)(=O)=O.COCCOCC1C(C(C2C(=O)C3CC(CC3)C2=O)=O)=CC=C(C(F)(F)F)N=1, predict the reaction product. (9) Given the reactants [Br:1][C:2]1[CH:7]=[CH:6][CH:5]=[CH:4][N:3]=1.C([N-]C(C)C)(C)C.[Li+].[F:16][C:17]1[CH:22]=[CH:21][C:20](I)=[CH:19][CH:18]=1, predict the reaction product. The product is: [Br:1][C:2]1[C:7]([C:20]2[CH:21]=[CH:22][C:17]([F:16])=[CH:18][CH:19]=2)=[CH:6][CH:5]=[CH:4][N:3]=1.